Dataset: Reaction yield outcomes from USPTO patents with 853,638 reactions. Task: Predict the reaction yield, written as a fraction of the theoretical maximum amount of product (1.0 means a 100% yield; for example, 0.34 means a 34% yield). (1) The reactants are [NH2:1][C:2]1[CH:6]=[CH:5][NH:4][N:3]=1.[F:7][C:8]1[C:16]2[N:15]=[C:14]([S:17][C:18]3[O:22][C:21]([CH:23]=O)=[CH:20][CH:19]=3)[NH:13][C:12]=2[CH:11]=[C:10]([F:25])[CH:9]=1.[C:26]1(=O)[CH2:31][CH2:30][CH2:29][C:28](=[O:32])[CH2:27]1. The catalyst is C(O)CCC. The product is [F:25][C:10]1[CH:9]=[C:8]([F:7])[C:16]2[NH:15][C:14]([S:17][C:18]3[O:22][C:21]([CH:23]4[C:27]5[C:28](=[O:32])[CH2:29][CH2:30][CH2:31][C:26]=5[NH:1][C:2]5=[N:3][NH:4][CH:5]=[C:6]45)=[CH:20][CH:19]=3)=[N:13][C:12]=2[CH:11]=1. The yield is 0.690. (2) The reactants are [NH2:1][C:2](=[O:25])[CH2:3][O:4][NH:5][C:6]([C@@H:8]1[CH2:14][CH2:13][C@@H:12]2[CH2:15][N:9]1[C:10](=[O:24])[N:11]2[O:16]CC1C=CC=CC=1)=[O:7]. The catalyst is CO.[Pd]. The product is [NH2:1][C:2](=[O:25])[CH2:3][O:4][NH:5][C:6]([C@@H:8]1[CH2:14][CH2:13][C@@H:12]2[CH2:15][N:9]1[C:10](=[O:24])[N:11]2[OH:16])=[O:7]. The yield is 0.980. (3) The reactants are [Cl:1][C:2]1[CH:17]=[CH:16][CH:15]=[CH:14][C:3]=1[C:4]([CH2:6][C:7]([O:9][C:10]([CH3:13])([CH3:12])[CH3:11])=[O:8])=[O:5].CO[CH:20](OC)[N:21]([CH3:23])[CH3:22]. The catalyst is C1(C)C=CC=CC=1. The product is [Cl:1][C:2]1[CH:17]=[CH:16][CH:15]=[CH:14][C:3]=1[C:4](=[O:5])[C:6](=[CH:20][N:21]([CH3:23])[CH3:22])[C:7]([O:9][C:10]([CH3:12])([CH3:13])[CH3:11])=[O:8]. The yield is 0.580.